From a dataset of Forward reaction prediction with 1.9M reactions from USPTO patents (1976-2016). Predict the product of the given reaction. (1) Given the reactants [Cl:1][C:2]1[CH:3]=[C:4]([CH:8]=[CH:9][N:10]=1)[C:5]([OH:7])=O.S(Cl)(Cl)=O.CN(C=O)C.[CH3:20][N:21]1[CH2:26][CH2:25][N:24]([CH2:27][CH2:28][CH2:29][NH2:30])[CH2:23][CH2:22]1.[OH-].[Na+].ClC1C=C(C=CN=1)C(Cl)=O, predict the reaction product. The product is: [Cl:1][C:2]1[CH:3]=[C:4]([CH:8]=[CH:9][N:10]=1)[C:5]([NH:30][CH2:29][CH2:28][CH2:27][N:24]1[CH2:23][CH2:22][N:21]([CH3:20])[CH2:26][CH2:25]1)=[O:7]. (2) Given the reactants [C:1]([O:5][C:6]([N:8]1[CH2:13][CH2:12][N:11]([C:14]2[CH:19]=[CH:18][CH:17]=[C:16]([CH3:20])[C:15]=2[N+:21]([O-])=O)[CH2:10][CH2:9]1)=[O:7])([CH3:4])([CH3:3])[CH3:2].[CH3:24]OC(OC)N(C)C.N1CCCC1, predict the reaction product. The product is: [C:1]([O:5][C:6]([N:8]1[CH2:13][CH2:12][N:11]([C:14]2[CH:19]=[CH:18][CH:17]=[C:16]3[C:15]=2[NH:21][CH:24]=[CH:20]3)[CH2:10][CH2:9]1)=[O:7])([CH3:4])([CH3:3])[CH3:2]. (3) Given the reactants [NH2:1][C:2]1[CH:3]=[CH:4][C:5]([F:18])=[C:6]([C@:8]2([CH3:17])[C@:13]([F:15])([CH3:14])[CH2:12][O:11][C:10]([NH2:16])=[N:9]2)[CH:7]=1.[Cl:19][C:20]1[CH:21]=[CH:22][C:23]([C:26](O)=[O:27])=[N:24][CH:25]=1, predict the reaction product. The product is: [NH2:16][C:10]1[O:11][CH2:12][C@@:13]([F:15])([CH3:14])[C@:8]([C:6]2[CH:7]=[C:2]([NH:1][C:26]([C:23]3[CH:22]=[CH:21][C:20]([Cl:19])=[CH:25][N:24]=3)=[O:27])[CH:3]=[CH:4][C:5]=2[F:18])([CH3:17])[N:9]=1. (4) Given the reactants [O:1]=[C:2]1[N:6]([C:7]2[CH:14]=[CH:13][C:10]([C:11]#[N:12])=[C:9]([C:15]([F:18])([F:17])[F:16])[CH:8]=2)[C@H:5]2[CH2:19][CH2:20][CH2:21][CH2:22][C@@H:4]2[NH:3]1.[F:23][C:24]1[CH:29]=[C:28](I)[CH:27]=[CH:26][C:25]=1[C:31](=[O:33])[CH3:32], predict the reaction product. The product is: [C:31]([C:25]1[CH:26]=[CH:27][C:28]([N:3]2[C@H:4]3[CH2:22][CH2:21][CH2:20][CH2:19][C@@H:5]3[N:6]([C:7]3[CH:14]=[CH:13][C:10]([C:11]#[N:12])=[C:9]([C:15]([F:18])([F:16])[F:17])[CH:8]=3)[C:2]2=[O:1])=[CH:29][C:24]=1[F:23])(=[O:33])[CH3:32]. (5) The product is: [OH:18][CH2:15][CH2:14][CH2:13][CH2:12][CH2:11][CH2:10][CH2:9][CH2:8][CH2:7][CH2:6][CH2:5][CH2:4][CH2:3][CH2:2][C:1]([OH:16])=[O:17]. Given the reactants [C:1]1(=[O:17])[O:16][CH2:15][CH2:14][CH2:13][CH2:12][CH2:11][CH2:10][CH2:9][CH2:8][CH2:7][CH2:6][CH2:5][CH2:4][CH2:3][CH2:2]1.[OH-:18].[K+], predict the reaction product. (6) Given the reactants [C:1]1(C)[CH:6]=[CH:5][CH:4]=[CH:3][CH:2]=1.[CH2:8]=[CH:9][CH:10]=[CH2:11].CO.Cl, predict the reaction product. The product is: [CH:6]1[CH2:5][CH2:4][CH:3]=[CH:2][CH:1]=1.[CH2:8]=[CH:9][CH:10]=[CH2:11]. (7) The product is: [C:1]([O:5][C:6]([N:8]1[CH2:9][CH2:10][CH:11]([C:14]2[CH:19]=[CH:18][CH:17]=[CH:16][C:15]=2[C:20]#[N:21])[CH2:12][CH2:13]1)=[O:7])([CH3:4])([CH3:2])[CH3:3]. Given the reactants [C:1]([O:5][C:6]([N:8]1[CH2:13][CH:12]=[C:11]([C:14]2[CH:19]=[CH:18][CH:17]=[CH:16][C:15]=2[C:20]#[N:21])[CH2:10][CH2:9]1)=[O:7])([CH3:4])([CH3:3])[CH3:2].C([O-])=O.[NH4+], predict the reaction product. (8) Given the reactants Br[C:2]1[CH:3]=[C:4]2[C:8](=[CH:9][CH:10]=1)[N:7]([C:11]1[CH:16]=[CH:15][N:14]=[C:13]([NH2:17])[N:12]=1)[CH:6]=[CH:5]2.[OH2:18], predict the reaction product. The product is: [NH2:17][C:13]1[N:12]=[C:11]([N:7]2[C:8]3[CH:9]=[CH:10][CH:2]=[C:3]([C:11]([NH:7][CH2:6][CH2:5][C:4]4[CH:8]=[CH:9][CH:10]=[CH:2][CH:3]=4)=[O:18])[C:4]=3[CH:5]=[CH:6]2)[CH:16]=[CH:15][N:14]=1. (9) Given the reactants F[C:2]1[CH:9]=[CH:8][CH:7]=[C:6]([F:10])[C:3]=1[CH:4]=[O:5].[C:11]1(=[O:21])[NH:15][C:14](=[O:16])[C:13]2=[CH:17][CH:18]=[CH:19][CH:20]=[C:12]12.[K], predict the reaction product. The product is: [O:16]=[C:14]1[C:13]2[C:12](=[CH:20][CH:19]=[CH:18][CH:17]=2)[C:11](=[O:21])[N:15]1[C:2]1[CH:9]=[CH:8][CH:7]=[C:6]([F:10])[C:3]=1[CH:4]=[O:5].